This data is from Blood-brain barrier permeability classification from the B3DB database. The task is: Regression/Classification. Given a drug SMILES string, predict its absorption, distribution, metabolism, or excretion properties. Task type varies by dataset: regression for continuous measurements (e.g., permeability, clearance, half-life) or binary classification for categorical outcomes (e.g., BBB penetration, CYP inhibition). Dataset: b3db_classification. (1) The compound is CC=CC(=O)N(CC)C(CC)C(=O)N(C)C. The result is 1 (penetrates BBB). (2) The molecule is CCC(NC(=O)c1c(OCC(=O)O)c(-c2ccccc2)nc2ccccc12)c1ccccc1. The result is 1 (penetrates BBB). (3) The drug is CCOC(=O)CC(SP(=S)(OC)OC)C(=O)OCC. The result is 0 (does not penetrate BBB).